From a dataset of Reaction yield outcomes from USPTO patents with 853,638 reactions. Predict the reaction yield, written as a fraction of the theoretical maximum amount of product (1.0 means a 100% yield; for example, 0.34 means a 34% yield). The reactants are I[C:2]1[CH:8]=[CH:7][C:5]([NH2:6])=[CH:4][CH:3]=1.[CH:9]#[C:10][CH2:11][CH2:12][CH2:13][CH2:14][CH2:15][CH2:16][CH3:17].[NH4+].[OH-]. The catalyst is [Cu]I.Cl[Pd](Cl)([P](C1C=CC=CC=1)(C1C=CC=CC=1)C1C=CC=CC=1)[P](C1C=CC=CC=1)(C1C=CC=CC=1)C1C=CC=CC=1.C1COCC1. The product is [C:9]([C:2]1[CH:8]=[CH:7][C:5]([NH2:6])=[CH:4][CH:3]=1)#[C:10][CH2:11][CH2:12][CH2:13][CH2:14][CH2:15][CH2:16][CH3:17]. The yield is 0.860.